Predict the reactants needed to synthesize the given product. From a dataset of Full USPTO retrosynthesis dataset with 1.9M reactions from patents (1976-2016). (1) Given the product [CH2:1]1[C:10]2[C:5](=[CH:6][CH:7]=[CH:8][CH:9]=2)[CH2:4][CH2:3][N:2]1[CH2:11][CH:12]([OH:28])[CH2:13][NH:14][C:15](=[O:27])[C:16]1[CH:21]=[CH:20][CH:19]=[C:18]([CH:22]2[CH2:26][CH2:25][N:24]([CH3:32])[CH2:23]2)[CH:17]=1, predict the reactants needed to synthesize it. The reactants are: [CH2:1]1[C:10]2[C:5](=[CH:6][CH:7]=[CH:8][CH:9]=2)[CH2:4][CH2:3][N:2]1[CH2:11][CH:12]([OH:28])[CH2:13][NH:14][C:15](=[O:27])[C:16]1[CH:21]=[CH:20][CH:19]=[C:18]([CH:22]2[CH2:26][CH2:25][NH:24][CH2:23]2)[CH:17]=1.C=O.[BH3-][C:32]#N.[Na+].CC(O)=O. (2) Given the product [Br:1][C:2]1[CH:3]=[CH:4][C:5]([C:8]2[N:23]3[N:22]=[C:21]([C:18]4[CH:19]=[CH:20][N:15]=[CH:16][CH:17]=4)[CH:25]=[C:13]3[N:11]=[CH:10][CH:9]=2)=[CH:6][CH:7]=1, predict the reactants needed to synthesize it. The reactants are: [Br:1][C:2]1[CH:7]=[CH:6][C:5]([C:8](=O)/[CH:9]=[CH:10]/[N:11]([CH3:13])C)=[CH:4][CH:3]=1.[N:15]1[CH:20]=[CH:19][C:18]([C:21]2[CH:25]=C(N)[NH:23][N:22]=2)=[CH:17][CH:16]=1. (3) Given the product [Br:1][C:11]1[C:12]([OH:21])=[C:13]([C:17]([CH3:20])=[CH:18][CH:19]=1)[C:14]([O:16][CH2:26][CH3:28])=[O:15], predict the reactants needed to synthesize it. The reactants are: [Br:1]N1C(=O)CCC1=O.C([C:11]1[C:12]([OH:21])=[C:13]([C:17]([CH3:20])=[CH:18][CH:19]=1)[C:14]([OH:16])=[O:15])C.C(N[CH:26]([CH3:28])C)(C)C. (4) Given the product [N:15]([CH2:2][C:3]([C:5]1[CH:6]=[CH:7][CH:8]=[C:9]2[C:14]=1[N:13]=[CH:12][CH:11]=[CH:10]2)=[O:4])=[N+:16]=[N-:17], predict the reactants needed to synthesize it. The reactants are: Cl[CH2:2][C:3]([C:5]1[CH:6]=[CH:7][CH:8]=[C:9]2[C:14]=1[N:13]=[CH:12][CH:11]=[CH:10]2)=[O:4].[N-:15]=[N+:16]=[N-:17].[Na+]. (5) Given the product [C:30]([O:34][C:35]([N:37]1[CH2:41][CH2:40][CH2:39][C@H:38]1[C:42](=[O:44])[NH:45][C@H:46]([C:49]1[CH:54]=[CH:53][CH:52]=[CH:51][CH:50]=1)[CH2:47][OH:48])=[O:36])([CH3:31])([CH3:32])[CH3:33], predict the reactants needed to synthesize it. The reactants are: ON1C2C=CC=CC=2N=N1.C(N(CC)CC)C.Cl.C(N=C=NCCCN(C)C)C.[C:30]([O:34][C:35]([N:37]1[CH2:41][CH2:40][CH2:39][C@H:38]1[C:42]([OH:44])=O)=[O:36])([CH3:33])([CH3:32])[CH3:31].[NH2:45][C@H:46]([C:49]1[CH:54]=[CH:53][CH:52]=[CH:51][CH:50]=1)[CH2:47][OH:48]. (6) Given the product [CH2:1]([N:8]([CH2:9][CH2:10][CH:11]([OH:20])[CH2:12][C:13]1[CH:18]=[CH:17][C:16]([F:19])=[CH:15][CH:14]=1)[C:30](=[O:31])[CH2:29][Cl:28])[C:2]1[CH:3]=[CH:4][CH:5]=[CH:6][CH:7]=1, predict the reactants needed to synthesize it. The reactants are: [CH2:1]([NH:8][CH2:9][CH2:10][CH:11]([OH:20])[CH2:12][C:13]1[CH:18]=[CH:17][C:16]([F:19])=[CH:15][CH:14]=1)[C:2]1[CH:7]=[CH:6][CH:5]=[CH:4][CH:3]=1.C(N(CC)CC)C.[Cl:28][CH2:29][C:30](Cl)=[O:31]. (7) Given the product [CH3:21]/[C:16](/[CH:15]=[CH:14]/[CH:13]=[C:12](\[CH3:22])/[CH:11]=[CH:10]/[C:3]1[C:4]([CH3:8])([CH3:9])[CH2:5][CH2:6][CH2:7][C:2]=1[CH3:1])=[CH:17]/[C:18]([NH:23][C:24]1[CH:29]=[CH:28][N:27]=[CH:26][CH:25]=1)=[O:20], predict the reactants needed to synthesize it. The reactants are: [CH3:1][C:2]1[CH2:7][CH2:6][CH2:5][C:4]([CH3:9])([CH3:8])[C:3]=1/[CH:10]=[CH:11]/[C:12](/[CH3:22])=[CH:13]/[CH:14]=[CH:15]/[C:16](/[CH3:21])=[CH:17]\[C:18]([OH:20])=O.[NH2:23][C:24]1[CH:29]=[CH:28][N:27]=[CH:26][CH:25]=1.C1CCC(N=C=NC2CCCCC2)CC1. (8) Given the product [C:23]([N:26]1[C:27]([CH2:38][CH2:39][NH:40][S:41]([CH3:44])(=[O:42])=[O:43])([C:32]2[CH:37]=[CH:36][CH:35]=[CH:34][CH:33]=2)[S:28][C:29]([NH:31][C:8](=[O:9])[CH:7]([C:1]2[CH:6]=[CH:5][CH:4]=[CH:3][CH:2]=2)[CH3:11])=[N:30]1)(=[O:25])[CH3:24], predict the reactants needed to synthesize it. The reactants are: [C:1]1([C@@H:7]([CH3:11])[C:8](Cl)=[O:9])[CH:6]=[CH:5][CH:4]=[CH:3][CH:2]=1.C1([C@@H](C)C(O)=O)C=CC=CC=1.[C:23]([N:26]1[N:30]=[C:29]([NH2:31])[S:28][C:27]1([CH2:38][CH2:39][NH:40][S:41]([CH3:44])(=[O:43])=[O:42])[C:32]1[CH:37]=[CH:36][CH:35]=[CH:34][CH:33]=1)(=[O:25])[CH3:24].N1C=CC=CC=1. (9) Given the product [Cl:16][C:17]1[C:18]([O:29][CH3:30])=[CH:19][C:20]2[C:26](=[O:27])[N:25]([CH2:2][C:12]3[C:11](=[O:13])[NH:10][C:9]([CH3:8])=[CH:7][C:6]=3[CH3:5])[CH2:24][CH2:23][CH2:22][C:21]=2[CH:28]=1, predict the reactants needed to synthesize it. The reactants are: Cl[C:2]1[C:12]2[C:11](=[O:13])[NH:10][CH2:9][CH2:8][CH2:7][C:6]=2[CH:5]=CC=1OC.[Cl:16][C:17]1[C:18]([O:29][CH3:30])=[CH:19][C:20]2[C:26](=[O:27])[NH:25][CH2:24][CH2:23][CH2:22][C:21]=2[CH:28]=1.C(OC1C(CCl)=C(C)C=C(C)N=1)C1C=CC=CC=1.CC([O-])=O.[Na+].CC(O)=O. (10) Given the product [Br:5][CH2:6][C@@:7]([OH:12])([CH3:11])[C:8]([NH:17][C:16]1[CH:18]=[CH:19][C:20]([N+:21]([O-:23])=[O:22])=[C:14]([CH3:13])[CH:15]=1)=[O:9], predict the reactants needed to synthesize it. The reactants are: S(Cl)(Cl)=O.[Br:5][CH2:6][C@@:7]([OH:12])([CH3:11])[C:8](O)=[O:9].[CH3:13][C:14]1[CH:15]=[C:16]([CH:18]=[CH:19][C:20]=1[N+:21]([O-:23])=[O:22])[NH2:17].O.